Dataset: Reaction yield outcomes from USPTO patents with 853,638 reactions. Task: Predict the reaction yield, written as a fraction of the theoretical maximum amount of product (1.0 means a 100% yield; for example, 0.34 means a 34% yield). (1) The reactants are C[O:2][C:3](=[O:36])[CH2:4][N:5]([S:28]([N:31]1[CH2:35][CH2:34][CH2:33][CH2:32]1)(=[O:30])=[O:29])[CH2:6][C:7]1[CH:12]=[CH:11][C:10]([O:13][CH2:14][C:15]2[N:16]=[C:17]([C:21]3[CH:26]=[CH:25][C:24]([CH3:27])=[CH:23][CH:22]=3)[O:18][C:19]=2[CH3:20])=[CH:9][CH:8]=1.O.[OH-].[Li+]. No catalyst specified. The product is [N:31]1([S:28]([N:5]([CH2:4][C:3]([OH:36])=[O:2])[CH2:6][C:7]2[CH:12]=[CH:11][C:10]([O:13][CH2:14][C:15]3[N:16]=[C:17]([C:21]4[CH:22]=[CH:23][C:24]([CH3:27])=[CH:25][CH:26]=4)[O:18][C:19]=3[CH3:20])=[CH:9][CH:8]=2)(=[O:29])=[O:30])[CH2:35][CH2:34][CH2:33][CH2:32]1. The yield is 0.990. (2) The product is [Cl:9][C:4]1[CH:5]=[C:6]([Cl:8])[N:7]=[C:2]([NH:14][C:13]2[CH:15]=[CH:16][C:17]([Cl:18])=[C:11]([Cl:10])[CH:12]=2)[N:3]=1. The yield is 0.580. The catalyst is O1CCOCC1.C(N(CC)C(C)C)(C)C. The reactants are Cl[C:2]1[N:7]=[C:6]([Cl:8])[CH:5]=[C:4]([Cl:9])[N:3]=1.[Cl:10][C:11]1[CH:12]=[C:13]([CH:15]=[CH:16][C:17]=1[Cl:18])[NH2:14]. (3) The reactants are [Cl:1][C:2]1[CH:28]=[CH:27][C:5]([CH2:6][C:7]2[C:16]([OH:17])=[C:15]([C:18]([OH:20])=[O:19])[C:14]3[C:9](=[C:10](C4C=CC=CC=4)[CH:11]=[CH:12][CH:13]=3)[N:8]=2)=[CH:4][CH:3]=1.[F:29]C1C=CC=C2C=1NC(=O)C2=O.C(OCC(=O)CC1C=CC(Cl)=CC=1)(=O)C. No catalyst specified. The product is [Cl:1][C:2]1[CH:28]=[CH:27][C:5]([CH2:6][C:7]2[C:16]([OH:17])=[C:15]([C:18]([OH:20])=[O:19])[C:14]3[C:9](=[C:10]([F:29])[CH:11]=[CH:12][CH:13]=3)[N:8]=2)=[CH:4][CH:3]=1. The yield is 0.100. (4) The reactants are [C:1]([C:4]1[N:5]([CH2:19][C:20]2[CH:25]=[CH:24][CH:23]=[CH:22][CH:21]=2)[C:6]2[C:11]([CH:12]=1)=[C:10]([O:13][CH3:14])[CH:9]=[C:8]1[CH2:15][CH2:16][CH2:17][CH2:18][C:7]=21)(=[O:3])[CH3:2].[BH4-].[Na+].C(O)(=O)CC(CC(O)=O)(C(O)=O)O. The catalyst is C(O)C. The product is [CH2:19]([N:5]1[C:6]2[C:11](=[C:10]([O:13][CH3:14])[CH:9]=[C:8]3[CH2:15][CH2:16][CH2:17][CH2:18][C:7]3=2)[CH:12]=[C:4]1[CH:1]([OH:3])[CH3:2])[C:20]1[CH:21]=[CH:22][CH:23]=[CH:24][CH:25]=1. The yield is 1.00. (5) The reactants are [CH3:1][O:2][C:3]([C:5]1[C:13]2[N:12]=[C:11]([NH2:14])[NH:10][C:9]=2[CH:8]=[CH:7][CH:6]=1)=[O:4].COC(=O)C1C=C([C:24]2[CH:29]=[CH:28][N:27]=[CH:26][CH:25]=2)C=C([N+]([O-])=O)C=1N. No catalyst specified. The product is [CH3:1][O:2][C:3]([C:5]1[C:13]2[N:12]=[C:11]([NH2:14])[NH:10][C:9]=2[CH:8]=[C:7]([C:24]2[CH:29]=[CH:28][N:27]=[CH:26][CH:25]=2)[CH:6]=1)=[O:4]. The yield is 0.500. (6) The yield is 0.710. The product is [C:1]([C:4]1[CH:5]=[CH:6][C:7](/[CH:10]=[CH:11]/[C:12]2[CH:17]=[CH:16][C:15]([O:18][CH2:19][CH2:20][CH2:21][CH2:22][CH2:23][CH2:24][O:25][C:35](=[O:38])[CH:36]=[CH2:37])=[CH:14][CH:13]=2)=[CH:8][CH:9]=1)([OH:3])=[O:2]. The catalyst is C(C1C=C(C)C=C(C(C)(C)C)C=1O)(C)(C)C.O1CCOCC1. The reactants are [C:1]([C:4]1[CH:9]=[CH:8][C:7](/[CH:10]=[CH:11]/[C:12]2[CH:17]=[CH:16][C:15]([O:18][CH2:19][CH2:20][CH2:21][CH2:22][CH2:23][CH2:24][OH:25])=[CH:14][CH:13]=2)=[CH:6][CH:5]=1)([OH:3])=[O:2].CN(C)C1C=CC=CC=1.[C:35](Cl)(=[O:38])[CH:36]=[CH2:37]. (7) The yield is 0.810. No catalyst specified. The product is [Cl-:26].[C:24]([C:16]1[C:17]([N+:21]([O-:23])=[O:22])=[CH:18][CH:19]=[CH:20][C:15]=1[O:14][CH2:13][C@@H:9]1[CH2:10][CH2:11][CH2:12][NH2+:8]1)#[N:25]. The reactants are C(OC([N:8]1[CH2:12][CH2:11][CH2:10][C@H:9]1[CH2:13][O:14][C:15]1[CH:20]=[CH:19][CH:18]=[C:17]([N+:21]([O-:23])=[O:22])[C:16]=1[C:24]#[N:25])=O)(C)(C)C.[ClH:26]. (8) The reactants are Cl[C:2]1[N:3]=[N:4][C:5]([C:8]2[CH:13]=[CH:12][C:11]([N:14]3[CH:18]=[CH:17][CH:16]=[N:15]3)=[CH:10][C:9]=2[O:19][CH3:20])=[CH:6][CH:7]=1.[Si:21]([O:28][C@H:29]([C@H:31]1[NH:36][C:35]([CH3:38])([CH3:37])[CH2:34][CH:33]([OH:39])[CH2:32]1)[CH3:30])([C:24]([CH3:27])([CH3:26])[CH3:25])([CH3:23])[CH3:22].CC(C)([O-])C.[K+]. The catalyst is CN(C=O)C. The product is [Si:21]([O:28][C@H:29]([C@H:31]1[NH:36][C:35]([CH3:38])([CH3:37])[CH2:34][CH:33]([O:39][C:2]2[N:3]=[N:4][C:5]([C:8]3[CH:13]=[CH:12][C:11]([N:14]4[CH:18]=[CH:17][CH:16]=[N:15]4)=[CH:10][C:9]=3[O:19][CH3:20])=[CH:6][CH:7]=2)[CH2:32]1)[CH3:30])([C:24]([CH3:27])([CH3:25])[CH3:26])([CH3:23])[CH3:22]. The yield is 0.940.